Predict the product of the given reaction. From a dataset of Forward reaction prediction with 1.9M reactions from USPTO patents (1976-2016). (1) Given the reactants [S:1]1[CH:5]=[CH:4][C:3]([C:6]2[CH:7]=[C:8]([C:16]3[N:20]=[N:19][NH:18][C:17]=3[C:21]#[N:22])[CH:9]=[C:10]([C:12]([F:15])([F:14])[F:13])[CH:11]=2)=[CH:2]1.[C:23](=[O:31])([O:28][CH2:29][CH3:30])[O:24][CH:25](Cl)[CH3:26].C(=O)(O)[O-].[Na+].O, predict the reaction product. The product is: [CH2:25]([O:24][C:23](=[O:31])[O:28][CH:29]([N:19]1[N:18]=[C:17]([C:21]#[N:22])[C:16]([C:8]2[CH:9]=[C:10]([C:12]([F:15])([F:14])[F:13])[CH:11]=[C:6]([C:3]3[CH:4]=[CH:5][S:1][CH:2]=3)[CH:7]=2)=[N:20]1)[CH3:30])[CH3:26]. (2) Given the reactants [F:1][C:2]1[CH:18]=[CH:17][C:5]([C:6]([N:8]2[CH2:13][CH2:12][CH2:11][C@H:10]([C:14]([NH2:16])=[O:15])[CH2:9]2)=[O:7])=[CH:4][CH:3]=1.Br[CH2:20][C:21]([C:23]1[CH:28]=[CH:27][C:26]([F:29])=[CH:25][C:24]=1[F:30])=O, predict the reaction product. The product is: [F:30][C:24]1[CH:25]=[C:26]([F:29])[CH:27]=[CH:28][C:23]=1[C:21]1[N:16]=[C:14]([C@H:10]2[CH2:11][CH2:12][CH2:13][N:8]([C:6]([C:5]3[CH:4]=[CH:3][C:2]([F:1])=[CH:18][CH:17]=3)=[O:7])[CH2:9]2)[O:15][CH:20]=1. (3) Given the reactants [CH:1]1[C:11]2[C:10]3[CH:12]=[CH:13][CH:14]=[CH:15][C:9]=3[CH:8]=[CH:7][C:6](=[CH:16][C:17]([NH:19][CH2:20][CH2:21][CH2:22][CH2:23][CH2:24][C:25]([OH:27])=O)=[O:18])[C:5]=2[CH:4]=[CH:3][CH:2]=1.C(N(CC)CC)C.ClC(OCC)=O.[NH2:41][OH:42], predict the reaction product. The product is: [CH:1]1[C:11]2[C:10]3[CH:12]=[CH:13][CH:14]=[CH:15][C:9]=3[CH:8]=[CH:7][C:6](=[CH:16][C:17]([NH:19][CH2:20][CH2:21][CH2:22][CH2:23][CH2:24][C:25]([NH:41][OH:42])=[O:27])=[O:18])[C:5]=2[CH:4]=[CH:3][CH:2]=1. (4) Given the reactants [Si:1]([O:18][CH2:19][C@@H:20]1[S:24][C@@:23]([SeH:36])([N:25]2[CH:33]=[N:32][C:31]3[C:26]2=[N:27][C:28](F)=[N:29][C:30]=3[Cl:34])[C@@:22]([F:43])([C:37]2[CH:42]=[CH:41][CH:40]=[CH:39][CH:38]=2)[CH2:21]1)([C:14]([CH3:17])([CH3:16])[CH3:15])([C:8]1[CH:13]=[CH:12][CH:11]=[CH:10][CH:9]=1)[C:2]1[CH:7]=[CH:6][CH:5]=[CH:4][CH:3]=1.C([O-])(=O)C, predict the reaction product. The product is: [Si:1]([O:18][CH2:19][C@@H:20]1[S:24][C@@:23]([SeH:36])([N:25]2[CH:33]=[N:32][C:31]3[C:26]2=[N:27][CH:28]=[N:29][C:30]=3[Cl:34])[C@@:22]([F:43])([C:37]2[CH:42]=[CH:41][CH:40]=[CH:39][CH:38]=2)[CH2:21]1)([C:14]([CH3:15])([CH3:16])[CH3:17])([C:2]1[CH:3]=[CH:4][CH:5]=[CH:6][CH:7]=1)[C:8]1[CH:9]=[CH:10][CH:11]=[CH:12][CH:13]=1. (5) Given the reactants [CH:1]12[O:8][CH:5]([CH2:6][CH2:7]1)[CH2:4][N:3]([C:9]1[N:14]=[C:13](Cl)[N:12]=[C:11]([N:16]3[CH2:21][CH2:20][N:19]([C:22]([O:24][C:25]([CH3:28])([CH3:27])[CH3:26])=[O:23])[CH2:18][CH2:17]3)[N:10]=1)[CH2:2]2.[NH2:29][C:30]1[CH:35]=[CH:34][C:33](B(O)O)=[CH:32][CH:31]=1.C(O)C.C1(C)C=CC=CC=1, predict the reaction product. The product is: [NH2:29][C:30]1[CH:35]=[CH:34][C:33]([C:13]2[N:14]=[C:9]([N:3]3[CH2:4][CH:5]4[O:8][CH:1]([CH2:7][CH2:6]4)[CH2:2]3)[N:10]=[C:11]([N:16]3[CH2:21][CH2:20][N:19]([C:22]([O:24][C:25]([CH3:26])([CH3:27])[CH3:28])=[O:23])[CH2:18][CH2:17]3)[N:12]=2)=[CH:32][CH:31]=1. (6) Given the reactants Br[CH:2](Br)[C:3]1[CH:4]=[C:5]([CH:10]=[CH:11][CH:12]=1)[C:6]([O:8][CH3:9])=[O:7].C[OH:15], predict the reaction product. The product is: [CH:2]([C:3]1[CH:4]=[C:5]([CH:10]=[CH:11][CH:12]=1)[C:6]([O:8][CH3:9])=[O:7])=[O:15].